Dataset: Reaction yield outcomes from USPTO patents with 853,638 reactions. Task: Predict the reaction yield, written as a fraction of the theoretical maximum amount of product (1.0 means a 100% yield; for example, 0.34 means a 34% yield). (1) The catalyst is CN(C)C=O. The reactants are [CH2:1]([O:8][C:9]1[CH:10]=[C:11]([NH2:17])[CH:12]=[CH:13][C:14]=1[O:15][CH3:16])[C:2]1[CH:7]=[CH:6][CH:5]=[CH:4][CH:3]=1.C(=O)([O-])[O-].[K+].[K+].Br[CH2:25][C:26]([O:28][CH2:29][CH3:30])=[O:27].[I-].[Na+]. The yield is 0.630. The product is [CH2:29]([O:28][C:26](=[O:27])[CH2:25][NH:17][C:11]1[CH:12]=[CH:13][C:14]([O:15][CH3:16])=[C:9]([O:8][CH2:1][C:2]2[CH:3]=[CH:4][CH:5]=[CH:6][CH:7]=2)[CH:10]=1)[CH3:30]. (2) The reactants are N1CCCCC1.[CH3:7][O:8][C:9]1[CH:16]=[CH:15][C:12]([CH:13]=O)=[CH:11][C:10]=1[O:17][CH2:18][CH2:19][C:20]#[C:21][CH2:22][CH3:23].C([CH2:27][C:28]([NH:30][C:31]1[CH:39]=[CH:38][CH:37]=[CH:36][C:32]=1[C:33]([OH:35])=[O:34])=[O:29])(O)=O.Cl. The catalyst is C1(C)C=CC=CC=1. The product is [CH2:18]([O:17][C:10]1[CH:11]=[C:12](/[CH:13]=[CH:27]/[C:28]([NH:30][C:31]2[CH:39]=[CH:38][CH:37]=[CH:36][C:32]=2[C:33]([OH:35])=[O:34])=[O:29])[CH:15]=[CH:16][C:9]=1[O:8][CH3:7])[CH2:19][C:20]#[C:21][CH2:22][CH3:23]. The yield is 0.750.